Dataset: Peptide-MHC class II binding affinity with 134,281 pairs from IEDB. Task: Regression. Given a peptide amino acid sequence and an MHC pseudo amino acid sequence, predict their binding affinity value. This is MHC class II binding data. (1) The peptide sequence is IITFKDKTDIHRLEP. The MHC is DRB5_0101 with pseudo-sequence DRB5_0101. The binding affinity (normalized) is 0. (2) The peptide sequence is FAEVLKDAIKDLVMTKPAPTCNIR. The MHC is DRB1_1501 with pseudo-sequence DRB1_1501. The binding affinity (normalized) is 0.247. (3) The peptide sequence is FFIQSFTMSTALKRL. The MHC is DRB1_1501 with pseudo-sequence DRB1_1501. The binding affinity (normalized) is 0.904. (4) The peptide sequence is EELRSLYNTVATLYCVH. The MHC is DRB1_0405 with pseudo-sequence DRB1_0405. The binding affinity (normalized) is 0.443. (5) The peptide sequence is VKEIPPRLLYAKSSP. The MHC is DRB1_0701 with pseudo-sequence DRB1_0701. The binding affinity (normalized) is 0.455. (6) The MHC is HLA-DQA10301-DQB10301 with pseudo-sequence HLA-DQA10301-DQB10301. The peptide sequence is TEYKLTESIDNILVK. The binding affinity (normalized) is 0.0593. (7) The peptide sequence is GEKQIVDKIDAAFKI. The MHC is DRB1_0401 with pseudo-sequence DRB1_0401. The binding affinity (normalized) is 0.292. (8) The peptide sequence is NVTSIHSLLDEGKQS. The MHC is HLA-DQA10401-DQB10402 with pseudo-sequence HLA-DQA10401-DQB10402. The binding affinity (normalized) is 0.267. (9) The peptide sequence is MENRWQVMIVWQVDR. The MHC is HLA-DPA10201-DPB10501 with pseudo-sequence HLA-DPA10201-DPB10501. The binding affinity (normalized) is 0.167. (10) The peptide sequence is LGFLQRSSNFQCQKL. The MHC is DRB1_0405 with pseudo-sequence DRB1_0405. The binding affinity (normalized) is 0.379.